Dataset: Reaction yield outcomes from USPTO patents with 853,638 reactions. Task: Predict the reaction yield, written as a fraction of the theoretical maximum amount of product (1.0 means a 100% yield; for example, 0.34 means a 34% yield). (1) The product is [I:8][C:5]1[CH:6]=[CH:7][C:2]([CH:22]([OH:23])[C:21]([CH3:25])([CH3:24])[CH3:20])=[C:3]([N+:9]([O-:11])=[O:10])[CH:4]=1. The catalyst is C1COCC1. The yield is 0.810. The reactants are I[C:2]1[CH:7]=[CH:6][C:5]([I:8])=[CH:4][C:3]=1[N+:9]([O-:11])=[O:10].C1([Mg]Cl)C=CC=CC=1.[CH3:20][C:21]([CH3:25])([CH3:24])[CH:22]=[O:23]. (2) The reactants are [Cl-].O[NH3+:3].[C:4](=[O:7])([O-])[OH:5].[Na+].CS(C)=O.[CH:13]1([CH2:16][O:17][C:18]2[CH:23]=[CH:22][C:21]([N:24]3[C:29](=[O:30])[C:28]([CH2:31][C:32]4[CH:37]=[CH:36][C:35]([C:38]5[C:39]([C:44]#[N:45])=[CH:40][CH:41]=[CH:42][CH:43]=5)=[CH:34][CH:33]=4)=[C:27]([CH2:46][CH2:47][CH3:48])[N:26]=[C:25]3[CH3:49])=[CH:20][C:19]=2[F:50])[CH2:15][CH2:14]1. The catalyst is O.C(OCC)(=O)C. The product is [CH:13]1([CH2:16][O:17][C:18]2[CH:23]=[CH:22][C:21]([N:24]3[C:29](=[O:30])[C:28]([CH2:31][C:32]4[CH:37]=[CH:36][C:35]([C:38]5[CH:43]=[CH:42][CH:41]=[CH:40][C:39]=5[C:44]5[NH:3][C:4](=[O:7])[O:5][N:45]=5)=[CH:34][CH:33]=4)=[C:27]([CH2:46][CH2:47][CH3:48])[N:26]=[C:25]3[CH3:49])=[CH:20][C:19]=2[F:50])[CH2:15][CH2:14]1. The yield is 0.700. (3) The reactants are [CH3:1][S:2]([CH:5]1[CH2:8][NH:7][CH2:6]1)(=[O:4])=[O:3].F[C:10]1[C:11]([CH3:30])=[N:12][C:13]2[C:18]([N:19]=1)=[C:17]([C:20]1[NH:28][C:27]3[CH2:26][CH2:25][NH:24][C:23](=[O:29])[C:22]=3[CH:21]=1)[CH:16]=[CH:15][CH:14]=2.CCN(C(C)C)C(C)C. The catalyst is CN1C(=O)CCC1. The product is [CH3:30][C:11]1[C:10]([N:7]2[CH2:8][CH:5]([S:2]([CH3:1])(=[O:4])=[O:3])[CH2:6]2)=[N:19][C:18]2[C:13](=[CH:14][CH:15]=[CH:16][C:17]=2[C:20]2[NH:28][C:27]3[CH2:26][CH2:25][NH:24][C:23](=[O:29])[C:22]=3[CH:21]=2)[N:12]=1. The yield is 0.480.